Dataset: Catalyst prediction with 721,799 reactions and 888 catalyst types from USPTO. Task: Predict which catalyst facilitates the given reaction. (1) Product: [C:29]([O:21][C:18]1[CH:17]=[CH:16][C:15](/[CH:14]=[C:11](\[C:12]#[N:13])/[C:5]2[CH:6]=[CH:7][C:8]([O:9][CH3:10])=[C:3]([O:2][CH3:1])[CH:4]=2)=[CH:20][CH:19]=1)(=[O:30])[CH2:28][CH2:27][C:26]([O:25][CH2:23][CH3:24])=[O:32]. The catalyst class is: 17. Reactant: [CH3:1][O:2][C:3]1[CH:4]=[C:5](/[C:11](=[CH:14]/[C:15]2[CH:20]=[CH:19][C:18]([OH:21])=[CH:17][CH:16]=2)/[C:12]#[N:13])[CH:6]=[CH:7][C:8]=1[O:9][CH3:10].[Cl-].[CH2:23]([O:25][C:26](=[O:32])[CH2:27][CH2:28][C:29](O)=[O:30])[CH3:24]. (2) Reactant: [F:1][C:2]1([CH2:16][OH:17])[CH2:7][CH2:6][C:5]2([O:11][C:10]3[CH:12]=[CH:13][CH:14]=[CH:15][C:9]=3[O:8]2)[CH2:4][CH2:3]1.[H-].[Na+].F[C:21]1[CH:26]=[CH:25][C:24]([S:27]([NH2:30])(=[O:29])=[O:28])=[CH:23][C:22]=1[N+:31]([O-:33])=[O:32].[NH4+].[Cl-]. Product: [F:1][C:2]1([CH2:16][O:17][C:21]2[CH:26]=[CH:25][C:24]([S:27]([NH2:30])(=[O:29])=[O:28])=[CH:23][C:22]=2[N+:31]([O-:33])=[O:32])[CH2:3][CH2:4][C:5]2([O:8][C:9]3[CH:15]=[CH:14][CH:13]=[CH:12][C:10]=3[O:11]2)[CH2:6][CH2:7]1. The catalyst class is: 9.